This data is from Forward reaction prediction with 1.9M reactions from USPTO patents (1976-2016). The task is: Predict the product of the given reaction. (1) Given the reactants Cl[C:2]1[CH:11]=[C:10]([NH:12][CH:13]2[CH2:19][CH:18]3[N:20]([CH3:21])[CH:15]([CH2:16][CH2:17]3)[CH2:14]2)[C:5]([C:6]([O:8][CH3:9])=[O:7])=[CH:4][N:3]=1.[CH3:22][O:23][C:24]1[N:25]=[CH:26][C:27]([NH2:30])=[N:28][CH:29]=1.C(=O)([O-])[O-].[Cs+].[Cs+].C1(P(C2C=CC=CC=2)C2C3OC4C(=CC=CC=4P(C4C=CC=CC=4)C4C=CC=CC=4)C(C)(C)C=3C=CC=2)C=CC=CC=1, predict the reaction product. The product is: [CH3:22][O:23][C:24]1[N:25]=[CH:26][C:27]([NH:30][C:2]2[CH:11]=[C:10]([NH:12][CH:13]3[CH2:19][CH:18]4[N:20]([CH3:21])[CH:15]([CH2:16][CH2:17]4)[CH2:14]3)[C:5]([C:6]([O:8][CH3:9])=[O:7])=[CH:4][N:3]=2)=[N:28][CH:29]=1. (2) Given the reactants Br[C:2]1[CH:24]=[CH:23][C:5]2[C:6]3[N:7]([CH:11]=[C:12]([C:14]4[N:18]([CH:19]([CH3:21])[CH3:20])[N:17]=[C:16]([NH2:22])[N:15]=4)[N:13]=3)[CH2:8][CH2:9][O:10][C:4]=2[CH:3]=1.[Cl:25][C:26]1[CH:31]=[CH:30][C:29](B(O)O)=[CH:28][CH:27]=1.C([O-])([O-])=O.[Cs+].[Cs+].O1CCOCC1, predict the reaction product. The product is: [Cl:25][C:26]1[CH:31]=[CH:30][C:29]([C:2]2[CH:24]=[CH:23][C:5]3[C:6]4[N:7]([CH:11]=[C:12]([C:14]5[N:18]([CH:19]([CH3:21])[CH3:20])[N:17]=[C:16]([NH2:22])[N:15]=5)[N:13]=4)[CH2:8][CH2:9][O:10][C:4]=3[CH:3]=2)=[CH:28][CH:27]=1.